Task: Predict the reactants needed to synthesize the given product.. Dataset: Full USPTO retrosynthesis dataset with 1.9M reactions from patents (1976-2016) (1) Given the product [CH3:27][CH2:4][CH2:5][CH:6]([NH:7][C:8]1[CH:9]=[C:10]([CH3:15])[CH:11]=[CH:12][CH:13]=1)[OH:23], predict the reactants needed to synthesize it. The reactants are: C(O[C:4](=O)[CH2:5][CH2:6][NH:7][C:8]1[CH:13]=[C:12](C)[CH:11]=[C:10]([CH3:15])[CH:9]=1)C.[H-].[H-].[H-].[H-].[Li+].[Al+3].[OH2:23].C(Cl)Cl.[CH3:27]O. (2) Given the product [NH2:60][C:55]1[CH:56]=[CH:57][CH:58]=[CH:59][C:54]=1[NH:61][C:15]([C:12]1[CH:11]=[CH:10][C:9]2[CH:8]=[C:7]3[C:2](=[O:1])[NH:3][CH2:4][C:5]4([CH2:20][CH2:19][CH2:18]4)[N:6]3[C:14]=2[CH:13]=1)=[O:17], predict the reactants needed to synthesize it. The reactants are: [O:1]=[C:2]1[C:7]2=[CH:8][C:9]3[CH:10]=[CH:11][C:12]([C:15]([OH:17])=O)=[CH:13][C:14]=3[N:6]2[C:5]2([CH2:20][CH2:19][CH2:18]2)[CH2:4][NH:3]1.CN(C(ON1N=NC2C=CC=NC1=2)=[N+](C)C)C.F[P-](F)(F)(F)(F)F.CCN(C(C)C)C(C)C.[C:54]1([NH2:61])[C:55]([NH2:60])=[CH:56][CH:57]=[CH:58][CH:59]=1. (3) The reactants are: [OH:1][C:2]1[CH:3]=[C:4]([CH:9]=[C:10]([OH:12])[CH:11]=1)[C:5]([O:7][CH3:8])=[O:6].[Br:13][C:14]1[CH:19]=[CH:18][C:17](B(O)O)=[CH:16][CH:15]=1.N1C=CC=CC=1. Given the product [CH3:8][O:7][C:5](=[O:6])[C:4]1[CH:3]=[C:2]([OH:1])[CH:11]=[C:10]([O:12][C:17]2[CH:18]=[CH:19][C:14]([Br:13])=[CH:15][CH:16]=2)[CH:9]=1, predict the reactants needed to synthesize it. (4) Given the product [F:8][C:9]1[CH:10]=[C:11]([CH:14]=[C:15]([N:17]2[CH2:22][CH2:21][C:20]3[N:23]=[C:24]([C:35]4[CH:40]=[CH:39][CH:38]=[CH:37][N:36]=4)[NH:25][C:19]=3[CH2:18]2)[CH:16]=1)[C:12]#[N:13], predict the reactants needed to synthesize it. The reactants are: FC(F)(F)C(O)=O.[F:8][C:9]1[CH:10]=[C:11]([CH:14]=[C:15]([N:17]2[CH2:22][CH2:21][C:20]3[N:23]=[C:24]([C:35]4[CH:40]=[CH:39][CH:38]=[CH:37][N:36]=4)[N:25](CC4C=CC(OC)=CC=4)[C:19]=3[CH2:18]2)[CH:16]=1)[C:12]#[N:13]. (5) Given the product [CH3:18][O:17][N:16]([CH3:15])[C:11](=[O:13])[CH2:10][O:9][CH3:8], predict the reactants needed to synthesize it. The reactants are: C(N(CC)CC)C.[CH3:8][O:9][CH2:10][C:11]([OH:13])=O.Cl.[CH3:15][NH:16][O:17][CH3:18]. (6) Given the product [CH3:22][C:19]1[N:4]2[C:5]3[CH:10]=[C:9]([CH3:11])[N:8]([CH2:12][C:13]4[CH:18]=[CH:17][CH:16]=[CH:15][N:14]=4)[C:6]=3[CH:7]=[C:2]([NH:30][CH:27]3[CH2:28][CH2:29][N:24]([CH3:23])[CH2:25][CH2:26]3)[C:3]2=[N:21][N:20]=1, predict the reactants needed to synthesize it. The reactants are: Cl[C:2]1[C:3]2[N:4]([C:19]([CH3:22])=[N:20][N:21]=2)[C:5]2[CH:10]=[C:9]([CH3:11])[N:8]([CH2:12][C:13]3[CH:18]=[CH:17][CH:16]=[CH:15][N:14]=3)[C:6]=2[CH:7]=1.[CH3:23][N:24]1[CH2:29][CH2:28][CH:27]([NH2:30])[CH2:26][CH2:25]1.CC(C)([O-])C.[Na+].CC1(C)C2C=CC=C(P(C3C=CC=CC=3)C3C=CC=CC=3)C=2OC2C1=CC=CC=2P(C1C=CC=CC=1)C1C=CC=CC=1. (7) Given the product [CH:46]1([C:44]([NH:43][C:41]2[N:42]=[C:37]3[CH:36]=[CH:35][C:34]([O:33][C:32]4[CH:31]=[C:30]([NH:29][C:6](=[O:8])[C:5]5[CH:9]=[C:10]([C:12]([F:15])([F:14])[F:13])[CH:11]=[C:3]([C:2]([F:1])([F:17])[F:16])[CH:4]=5)[CH:51]=[CH:50][CH:49]=4)=[N:39][N:38]3[CH:40]=2)=[O:45])[CH2:47][CH2:48]1, predict the reactants needed to synthesize it. The reactants are: [F:1][C:2]([F:17])([F:16])[C:3]1[CH:4]=[C:5]([CH:9]=[C:10]([C:12]([F:15])([F:14])[F:13])[CH:11]=1)[C:6]([OH:8])=O.C(Cl)(=O)C(Cl)=O.O1CCCC1.[NH2:29][C:30]1[CH:31]=[C:32]([CH:49]=[CH:50][CH:51]=1)[O:33][C:34]1[CH:35]=[CH:36][C:37]2[N:38]([CH:40]=[C:41]([NH:43][C:44]([CH:46]3[CH2:48][CH2:47]3)=[O:45])[N:42]=2)[N:39]=1. (8) Given the product [F:1][C:2]1[CH:7]=[CH:6][C:5]([F:8])=[CH:4][C:3]=1[O:9][CH2:11][C:12]#[N:13], predict the reactants needed to synthesize it. The reactants are: [F:1][C:2]1[CH:7]=[CH:6][C:5]([F:8])=[CH:4][C:3]=1[OH:9].Br[CH2:11][C:12]#[N:13]. (9) Given the product [CH3:1][C:2]1[CH:31]=[CH:30][C:5]([C:6]([NH:8][C:9]2[CH:14]=[N:13][C:12]([NH:15][CH2:23][CH2:24][N:25]3[CH:29]=[CH:28][CH:27]=[N:26]3)=[CH:11][CH:10]=2)=[O:7])=[C:4]([N:32]2[CH2:37][CH2:36][CH:35]([CH3:38])[CH2:34][CH2:33]2)[CH:3]=1, predict the reactants needed to synthesize it. The reactants are: [CH3:1][C:2]1[CH:31]=[CH:30][C:5]([C:6]([NH:8][C:9]2[CH:10]=[CH:11][C:12]([N:15]([CH2:23][CH2:24][N:25]3[CH:29]=[CH:28][CH:27]=[N:26]3)C(=O)OC(C)(C)C)=[N:13][CH:14]=2)=[O:7])=[C:4]([N:32]2[CH2:37][CH2:36][CH:35]([CH3:38])[CH2:34][CH2:33]2)[CH:3]=1.FC(F)(F)C(O)=O.